Predict the product of the given reaction. From a dataset of Forward reaction prediction with 1.9M reactions from USPTO patents (1976-2016). (1) Given the reactants Br[C:2]1[CH:3]=[CH:4][C:5]([F:17])=[C:6]([C:8]2[C:9]([C:15]#[N:16])=[CH:10][CH:11]=[C:12]([F:14])[CH:13]=2)[CH:7]=1.C([O-])(=O)C.[K+].[B:23]1([B:23]2[O:28][CH2:27][C:26]([CH3:30])([CH3:29])[CH2:25][O:24]2)[O:28][CH2:27][C:26]([CH3:30])([CH3:29])[CH2:25][O:24]1.CS(C)=O, predict the reaction product. The product is: [CH3:29][C:26]1([CH3:30])[CH2:27][O:28][B:23]([C:2]2[CH:3]=[CH:4][C:5]([F:17])=[C:6]([C:8]3[C:9]([C:15]#[N:16])=[CH:10][CH:11]=[C:12]([F:14])[CH:13]=3)[CH:7]=2)[O:24][CH2:25]1. (2) Given the reactants [C:1]([NH:5][C:6]([C:8]1[CH:13]=[CH:12][C:11]([S:14]([N:17]2[C:21](=[O:22])[NH:20][C:19]([C:23]3[CH:28]=[CH:27][C:26]([Cl:29])=[CH:25][CH:24]=3)=[N:18]2)(=[O:16])=[O:15])=[C:10]([O:30][CH3:31])[CH:9]=1)=[O:7])([CH3:4])([CH3:3])[CH3:2].C(=O)([O-])[O-].[Cs+].[Cs+].Br[CH2:39][C:40]1[CH:41]=[C:42]([CH:47]=[CH:48][CH:49]=1)[C:43]([O:45][CH3:46])=[O:44], predict the reaction product. The product is: [C:1]([NH:5][C:6]([C:8]1[CH:13]=[CH:12][C:11]([S:14]([N:17]2[C:21](=[O:22])[N:20]([CH2:39][C:40]3[CH:41]=[C:42]([C:43]([O:45][CH3:46])=[O:44])[CH:47]=[CH:48][CH:49]=3)[C:19]([C:23]3[CH:24]=[CH:25][C:26]([Cl:29])=[CH:27][CH:28]=3)=[N:18]2)(=[O:16])=[O:15])=[C:10]([O:30][CH3:31])[CH:9]=1)=[O:7])([CH3:4])([CH3:3])[CH3:2]. (3) Given the reactants I[C:2]1[CH:7]=[CH:6][C:5]([N:8]2[C:12]3[N:13]=[C:14]([NH:17][CH:18]4[CH2:23][CH2:22][CH:21]([NH2:24])[CH2:20][CH2:19]4)[N:15]=[CH:16][C:11]=3[N:10]=[N:9]2)=[CH:4][CH:3]=1.[CH3:25][O:26][CH2:27][CH2:28][N:29]1[CH:33]=[C:32](B2OC(C)(C)C(C)(C)O2)[CH:31]=[N:30]1, predict the reaction product. The product is: [CH3:25][O:26][CH2:27][CH2:28][N:29]1[CH:33]=[C:32]([C:2]2[CH:7]=[CH:6][C:5]([N:8]3[C:12]4[N:13]=[C:14]([NH:17][CH:18]5[CH2:23][CH2:22][CH:21]([NH2:24])[CH2:20][CH2:19]5)[N:15]=[CH:16][C:11]=4[N:10]=[N:9]3)=[CH:4][CH:3]=2)[CH:31]=[N:30]1. (4) Given the reactants [Cl:1][C:2]1[CH:3]=[C:4]([CH:8]=[CH:9][CH:10]=1)[C:5]([OH:7])=O.[NH2:11][CH2:12][C:13]1[CH:20]=[CH:19][C:16]([C:17]#[N:18])=[CH:15][C:14]=1[N+:21]([O-:23])=[O:22], predict the reaction product. The product is: [Cl:1][C:2]1[CH:3]=[C:4]([CH:8]=[CH:9][CH:10]=1)[C:5]([NH:11][CH2:12][C:13]1[CH:20]=[CH:19][C:16]([C:17]#[N:18])=[CH:15][C:14]=1[N+:21]([O-:23])=[O:22])=[O:7]. (5) Given the reactants Cl[C:2]1[N:12]=[CH:11][CH:10]=[CH:9][C:3]=1[C:4]([O:6][CH2:7][CH3:8])=[O:5].[C:13]1([C:19]2[CH:20]=[N:21][NH:22][CH:23]=2)[CH:18]=[CH:17][CH:16]=[CH:15][CH:14]=1.C([O-])([O-])=O.[K+].[K+].O, predict the reaction product. The product is: [C:13]1([C:19]2[CH:20]=[N:21][N:22]([C:2]3[C:3]([C:4]([O:6][CH2:7][CH3:8])=[O:5])=[CH:9][CH:10]=[CH:11][N:12]=3)[CH:23]=2)[CH:14]=[CH:15][CH:16]=[CH:17][CH:18]=1.